Dataset: Experimentally validated miRNA-target interactions with 360,000+ pairs, plus equal number of negative samples. Task: Binary Classification. Given a miRNA mature sequence and a target amino acid sequence, predict their likelihood of interaction. (1) The miRNA is hsa-miR-548m with sequence CAAAGGUAUUUGUGGUUUUUG. The protein sequence of the target gene is MDALRLANSAFAVDLFKQLCERDPAGNILFSPICLSTSLSLAQVGTKGDTANEIGQVLHFENVKDVPFGFQTVTSDVNKLSSFYSLKLVKRLYIDKSLNPSTEFISSTKRPYAKELETVDFKDKLEETKGQINSSIKELTDGHFEDILSENSISDQTKILVVNAAYFVGKWMKKFPESETKECPFRISKTDTKPVQMMNLEATFCLGNIDDISCKIIELPFQNKHLSMLIVLPKDVEDESTGLEKIEQQLNPETLLQWTNPSTMANAKVKLSLPKFKVEKMIDPKASLESLGLKSLFNES.... Result: 0 (no interaction). (2) The miRNA is hsa-miR-6802-3p with sequence UUCACCCCUCUCACCUAAGCAG. The protein sequence of the target gene is MDDPKKEDILLLADEKFDFDLSLSSSSANEDDEVFFGPFGHKERCIAASLELNNPVPEQPPLPTSESPFAWSPLAGEKFVEVYKEAHLLALHIESSSRNQAAQAAKPEDPRSQGVERFIQESKLKINLFEKEKEMKKSPTSLKRETYYLSDSPLLGPPVGEPRLLASSPALPSSGAQARLTRAPGPPHSAHALPRESCTAHAASQAATQRKPGTKLLLPRAASVRGRSIPGAAEKPKKEIPASPSRTKIPAEKESHRDVLPDKPAPGAVNVPAAGSHLGQGKRAIPVPNKLGLKKTLLKA.... Result: 0 (no interaction). (3) The miRNA is hsa-miR-548t-3p with sequence AAAAACCACAAUUACUUUUGCACCA. The protein sequence of the target gene is MADEEEDPTFEEENEEIGGGAEGGQGKRKRLFSKELRCMMYGFGDDQNPYTESVDILEDLVIEFITEMTHKAMSIGRQGRVQVEDIVFLIRKDPRKFARVKDLLTMNEELKRARKAFDEANYGS. Result: 1 (interaction).